From a dataset of Forward reaction prediction with 1.9M reactions from USPTO patents (1976-2016). Predict the product of the given reaction. (1) Given the reactants [NH:1]1[CH2:6][CH2:5][CH:4]([C:7]2[CH:12]=[CH:11][CH:10]=[C:9]([C:13]([F:16])([F:15])[F:14])[C:8]=2[OH:17])[CH2:3][CH2:2]1.C(=O)([O-])[O-].[K+].[K+].I[CH2:25][CH3:26], predict the reaction product. The product is: [CH2:25]([N:1]1[CH2:6][CH2:5][CH:4]([C:7]2[CH:12]=[CH:11][CH:10]=[C:9]([C:13]([F:15])([F:16])[F:14])[C:8]=2[OH:17])[CH2:3][CH2:2]1)[CH3:26]. (2) Given the reactants [C:1]([O:4][CH2:5][C@@H:6]1[C@@H:10]([O:11][C:12](=[O:14])[CH3:13])[C@@H:9]([O:15][C:16](=[O:18])[CH3:17])[C@H:8]([N:19]2[CH:27]=[N:26][C:25]3[C:20]2=[N:21][C:22]([I:29])=[N:23][C:24]=3Cl)[O:7]1)(=[O:3])[CH3:2].[CH:30]1([NH2:35])[CH2:34][CH2:33][CH2:32][CH2:31]1.C(N(C(C)C)CC)(C)C, predict the reaction product. The product is: [C:12]([O:11][C@H:10]1[C@@H:9]([O:15][C:16](=[O:18])[CH3:17])[C@H:8]([N:19]2[CH:27]=[N:26][C:25]3[C:20]2=[N:21][C:22]([I:29])=[N:23][C:24]=3[NH:35][CH:30]2[CH2:34][CH2:33][CH2:32][CH2:31]2)[O:7][C@@H:6]1[CH2:5][O:4][C:1](=[O:3])[CH3:2])(=[O:14])[CH3:13]. (3) The product is: [C:18](=[O:25])([S:19][CH2:20][CH3:21])[O:22][CH2:23][O:5][C:4](=[O:6])[CH2:3][CH2:2][C:1]([O:8][C:9]([CH3:12])([CH3:11])[CH3:10])=[O:7]. Given the reactants [C:1]([O:8][C:9]([CH3:12])([CH3:11])[CH3:10])(=[O:7])[CH2:2][CH2:3][C:4]([O-:6])=[O:5].C([O-])(O)=O.[Na+].[C:18](=[O:25])([O:22][CH2:23]I)[S:19][CH2:20][CH3:21], predict the reaction product. (4) Given the reactants [CH3:1][C:2](=[N:4][OH:5])[CH3:3].C([Li])CCC.[CH3:11][O:12][C:13]1[C:18]2[O:19][C:20]([C:22](OC)=O)=[CH:21][C:17]=2[CH:16]=[CH:15][CH:14]=1.S(=O)(=O)(O)O, predict the reaction product. The product is: [CH3:11][O:12][C:13]1[C:18]2[O:19][C:20]([C:22]3[O:5][N:4]=[C:2]([CH3:3])[CH:1]=3)=[CH:21][C:17]=2[CH:16]=[CH:15][CH:14]=1.